From a dataset of Forward reaction prediction with 1.9M reactions from USPTO patents (1976-2016). Predict the product of the given reaction. (1) Given the reactants [CH2:1]([O:3][C:4](=[O:27])[CH2:5][C:6]1[C:14]2[C:9](=[CH:10][C:11](Br)=[CH:12][CH:13]=2)[N:8]([CH2:16][C:17]2[C:18]3[CH:25]=[C:24]([Cl:26])[CH:23]=[CH:22][C:19]=3[S:20][CH:21]=2)[CH:7]=1)[CH3:2].[F:28][C:29]1[CH:34]=[CH:33][C:32](B(O)O)=[CH:31][CH:30]=1.C(=O)([O-])[O-].[Cs+].[Cs+], predict the reaction product. The product is: [CH2:1]([O:3][C:4](=[O:27])[CH2:5][C:6]1[C:14]2[C:9](=[CH:10][C:11]([C:32]3[CH:33]=[CH:34][C:29]([F:28])=[CH:30][CH:31]=3)=[CH:12][CH:13]=2)[N:8]([CH2:16][C:17]2[C:18]3[CH:25]=[C:24]([Cl:26])[CH:23]=[CH:22][C:19]=3[S:20][CH:21]=2)[CH:7]=1)[CH3:2]. (2) Given the reactants [F:1][C:2]1[CH:7]=[C:6]([C:8]([F:11])([F:10])[F:9])[CH:5]=[CH:4][C:3]=1[CH:12]([C:19]1[C:27]2[C:22](=[C:23]([CH2:28][S:29][CH3:30])[CH:24]=[CH:25][CH:26]=2)[NH:21][CH:20]=1)[CH2:13][C:14](OCC)=[O:15].[H-].[Al+3].[Li+].[H-].[H-].[H-].Cl.ClCCl, predict the reaction product. The product is: [F:1][C:2]1[CH:7]=[C:6]([C:8]([F:11])([F:10])[F:9])[CH:5]=[CH:4][C:3]=1[CH:12]([C:19]1[C:27]2[C:22](=[C:23]([CH2:28][S:29][CH3:30])[CH:24]=[CH:25][CH:26]=2)[NH:21][CH:20]=1)[CH2:13][CH2:14][OH:15]. (3) Given the reactants [F:1][C:2]([F:35])([F:34])[CH2:3][NH:4][C:5]([NH:7][C:8]1[CH:9]=[C:10]([N:14]2[C:18]3[CH:19]=[CH:20][C:21]([C:23]4[CH:28]=[CH:27][C:26]([CH:29]([CH3:33])[C:30]([OH:32])=O)=[CH:25][CH:24]=4)=[CH:22][C:17]=3[N:16]=[CH:15]2)[CH:11]=[CH:12][CH:13]=1)=[O:6].CN.F[P-](F)(F)(F)(F)F.[N:45]1(O[P+](N(C)C)(N(C)C)N(C)C)[C:49]2C=CC=CC=2N=N1.C(N(CC)C(C)C)(C)C, predict the reaction product. The product is: [CH3:49][NH:45][C:30](=[O:32])[CH:29]([C:26]1[CH:25]=[CH:24][C:23]([C:21]2[CH:20]=[CH:19][C:18]3[N:14]([C:10]4[CH:11]=[CH:12][CH:13]=[C:8]([NH:7][C:5]([NH:4][CH2:3][C:2]([F:35])([F:1])[F:34])=[O:6])[CH:9]=4)[CH:15]=[N:16][C:17]=3[CH:22]=2)=[CH:28][CH:27]=1)[CH3:33]. (4) Given the reactants [Li][CH2:2][CH2:3][CH2:4][CH3:5].C(OC(=O)C)(=[O:8])C.[C:13]1([CH3:23])[CH:18]=CC(S([O-])(=O)=O)=C[CH:14]=1.[NH+]1[CH:29]=[CH:28][CH:27]=[CH:26][CH:25]=1.[Cr](Cl)([O-])(=O)=O.[NH+]1[CH:40]=[CH:39][CH:38]=[CH:37][CH:36]=1.N1C=CN=C1, predict the reaction product. The product is: [CH3:5][C@@H:4]([C@@H:25]1[C@@:39]2([CH3:40])[CH2:38][CH2:37][CH2:36][C:29](=[O:8])[C@@H:28]2[CH2:27][CH2:26]1)[CH2:3][CH2:2][CH2:14][CH:13]([CH3:23])[CH3:18]. (5) Given the reactants [OH:1][CH:2]1[CH2:20][CH:19]2[N:4]([C:5](=[O:39])[CH:6]([NH:31][C:32]([O:34][C:35]([CH3:38])([CH3:37])[CH3:36])=[O:33])[CH2:7][CH2:8][CH2:9][CH2:10][CH2:11][CH:12]=[CH:13][CH:14]3[C:16]([C:22]([NH:24][S:25]([CH:28]4[CH2:30][CH2:29]4)(=[O:27])=[O:26])=[O:23])([NH:17][C:18]2=[O:21])[CH2:15]3)[CH2:3]1.[N:40]1([C:45]2[CH:53]=[CH:52][C:48]([C:49](Cl)=[O:50])=[CH:47][CH:46]=2)[CH:44]=[CH:43][CH:42]=[N:41]1, predict the reaction product. The product is: [N:40]1([C:45]2[CH:53]=[CH:52][C:48]([C:49]([O:1][CH:2]3[CH2:20][CH:19]4[N:4]([C:5](=[O:39])[CH:6]([NH:31][C:32]([O:34][C:35]([CH3:36])([CH3:38])[CH3:37])=[O:33])[CH2:7][CH2:8][CH2:9][CH2:10][CH2:11][CH:12]=[CH:13][CH:14]5[C:16]([C:22]([NH:24][S:25]([CH:28]6[CH2:30][CH2:29]6)(=[O:27])=[O:26])=[O:23])([NH:17][C:18]4=[O:21])[CH2:15]5)[CH2:3]3)=[O:50])=[CH:47][CH:46]=2)[CH:44]=[CH:43][CH:42]=[N:41]1. (6) Given the reactants C1C=C(Cl)C=C(C(OO)=O)C=1.[C:12]([O:16][C:17](=[O:37])[NH:18][CH2:19][C:20]1[N:21]([CH2:33][CH:34]([CH3:36])[CH3:35])[C:22]2[C:31]3[CH:30]=[CH:29][CH:28]=[CH:27][C:26]=3[N:25]=[CH:24][C:23]=2[N:32]=1)([CH3:15])([CH3:14])[CH3:13].[OH-].[NH4+:39].C1(C)C=CC(S(Cl)(=O)=O)=CC=1, predict the reaction product. The product is: [C:12]([O:16][C:17](=[O:37])[NH:18][CH2:19][C:20]1[N:21]([CH2:33][CH:34]([CH3:35])[CH3:36])[C:22]2[C:31]3[CH:30]=[CH:29][CH:28]=[CH:27][C:26]=3[N:25]=[C:24]([NH2:39])[C:23]=2[N:32]=1)([CH3:15])([CH3:14])[CH3:13]. (7) Given the reactants CI.[CH3:3][C:4]([CH3:48])=[CH:5][CH2:6][CH2:7][C@@:8]1([CH3:47])[O:17][C:16]2[C:15]([CH2:18][CH:19]=[C:20]([CH3:22])[CH3:21])=[C:14]3[O:23][C@@:24]45[C@@:34]6([CH2:39]/[CH:40]=[C:41](\[C:43]([OH:45])=[O:44])/[CH3:42])[O:35][C:36]([CH3:38])([CH3:37])[C@@H:25]4[CH2:26][C@H:27]([C:32]6=[O:33])[CH:28]=[C:29]5[C:30](=[O:31])[C:13]3=[C:12]([OH:46])[C:11]=2[CH:10]=[CH:9]1.N12CCCN=C1CCCC[CH2:50]2, predict the reaction product. The product is: [CH3:3][C:4]([CH3:48])=[CH:5][CH2:6][CH2:7][C@@:8]1([CH3:47])[O:17][C:16]2[C:11](=[C:12]([OH:46])[C:13]3[C:30](=[O:31])[C:29]4[C@@:24]5([C@@:34]6([CH2:39]/[CH:40]=[C:41](\[C:43]([O:45][CH3:50])=[O:44])/[CH3:42])[O:35][C:36]([CH3:37])([CH3:38])[C@@H:25]5[CH2:26][C@H:27]([C:32]6=[O:33])[CH:28]=4)[O:23][C:14]=3[C:15]=2[CH2:18][CH:19]=[C:20]([CH3:21])[CH3:22])[CH:10]=[CH:9]1.